This data is from Full USPTO retrosynthesis dataset with 1.9M reactions from patents (1976-2016). The task is: Predict the reactants needed to synthesize the given product. (1) Given the product [Cl:19][C:20]1[N:28]=[CH:27][CH:26]=[CH:25][C:21]=1[C:22]([NH:1][C@H:2]1[CH2:3][CH2:4][C@@H:5]([NH:8][C:9]2[N:14]=[C:13]([N:15]([CH3:17])[CH3:16])[CH:12]=[C:11]([CH3:18])[N:10]=2)[CH2:6][CH2:7]1)=[O:23], predict the reactants needed to synthesize it. The reactants are: [NH2:1][C@@H:2]1[CH2:7][CH2:6][C@H:5]([NH:8][C:9]2[N:14]=[C:13]([N:15]([CH3:17])[CH3:16])[CH:12]=[C:11]([CH3:18])[N:10]=2)[CH2:4][CH2:3]1.[Cl:19][C:20]1[N:28]=[CH:27][CH:26]=[CH:25][C:21]=1[C:22](Cl)=[O:23].CCN(C(C)C)C(C)C. (2) Given the product [CH3:1][C:2]1[C:3]([CH:8]2[CH2:13][CH2:12][CH2:11][CH:10]([C:14]3[C:19]([CH3:20])=[CH:18][CH:17]=[CH:16][N:15]=3)[N:9]2[CH2:26][C:25]2[CH:28]=[CH:29][CH:30]=[CH:31][C:24]=2[N+:21]([O-:23])=[O:22])=[N:4][CH:5]=[CH:6][CH:7]=1, predict the reactants needed to synthesize it. The reactants are: [CH3:1][C:2]1[C:3]([CH:8]2[CH2:13][CH2:12][CH2:11][CH:10]([C:14]3[C:19]([CH3:20])=[CH:18][CH:17]=[CH:16][N:15]=3)[NH:9]2)=[N:4][CH:5]=[CH:6][CH:7]=1.[N+:21]([C:24]1[CH:31]=[CH:30][CH:29]=[CH:28][C:25]=1[CH2:26]Br)([O-:23])=[O:22].CCN(C(C)C)C(C)C. (3) The reactants are: [CH:1]([NH:4][C:5](=[O:20])[CH2:6][CH:7]1[CH2:12][CH2:11][N:10]([C:13](OC(C)(C)C)=O)[CH2:9][CH2:8]1)([CH3:3])[CH3:2].FC(F)(F)C(O)=O.ClC1[N:34]=[CH:33][N:32]=[C:31]([NH:35][C:36]2[S:37][C:38]([C:41]#[N:42])=[CH:39][N:40]=2)[CH:30]=1.C(N(CC)CC)C. Given the product [C:41]([C:38]1[S:37][C:36]([NH:35][C:31]2[N:32]=[CH:33][N:34]=[C:13]([N:10]3[CH2:9][CH2:8][CH:7]([CH2:6][C:5]([NH:4][CH:1]([CH3:2])[CH3:3])=[O:20])[CH2:12][CH2:11]3)[CH:30]=2)=[N:40][CH:39]=1)#[N:42], predict the reactants needed to synthesize it. (4) Given the product [C:1]([C:5]1[N:10]=[CH:9][C:8]([C:11]2[N:12]([C:32]([N:38]3[CH2:44][CH2:43][C:42](=[O:45])[NH:41][CH2:40][CH2:39]3)=[O:33])[C@@:13]([C:25]3[CH:26]=[CH:27][C:28]([Cl:31])=[CH:29][CH:30]=3)([CH3:24])[C@@:14]([C:17]3[CH:18]=[CH:19][C:20]([Cl:23])=[CH:21][CH:22]=3)([CH3:16])[N:15]=2)=[C:7]([O:35][CH2:36][CH3:37])[CH:6]=1)([CH3:2])([CH3:3])[CH3:4], predict the reactants needed to synthesize it. The reactants are: [C:1]([C:5]1[N:10]=[CH:9][C:8]([C:11]2[N:12]([C:32](Cl)=[O:33])[C@@:13]([C:25]3[CH:30]=[CH:29][C:28]([Cl:31])=[CH:27][CH:26]=3)([CH3:24])[C@@:14]([C:17]3[CH:22]=[CH:21][C:20]([Cl:23])=[CH:19][CH:18]=3)([CH3:16])[N:15]=2)=[C:7]([O:35][CH2:36][CH3:37])[CH:6]=1)([CH3:4])([CH3:3])[CH3:2].[NH:38]1[CH2:44][CH2:43][C:42](=[O:45])[NH:41][CH2:40][CH2:39]1.